From a dataset of NCI-60 drug combinations with 297,098 pairs across 59 cell lines. Regression. Given two drug SMILES strings and cell line genomic features, predict the synergy score measuring deviation from expected non-interaction effect. (1) Drug 1: CN1C(=O)N2C=NC(=C2N=N1)C(=O)N. Drug 2: CN(C(=O)NC(C=O)C(C(C(CO)O)O)O)N=O. Cell line: DU-145. Synergy scores: CSS=-0.317, Synergy_ZIP=1.30, Synergy_Bliss=0.744, Synergy_Loewe=1.75, Synergy_HSA=-0.501. (2) Cell line: COLO 205. Synergy scores: CSS=17.0, Synergy_ZIP=-7.11, Synergy_Bliss=-13.3, Synergy_Loewe=-40.6, Synergy_HSA=-12.2. Drug 2: CC1=C2C(C(=O)C3(C(CC4C(C3C(C(C2(C)C)(CC1OC(=O)C(C(C5=CC=CC=C5)NC(=O)OC(C)(C)C)O)O)OC(=O)C6=CC=CC=C6)(CO4)OC(=O)C)O)C)O. Drug 1: C1CC(=O)NC(=O)C1N2CC3=C(C2=O)C=CC=C3N. (3) Cell line: NCI/ADR-RES. Drug 2: CCN(CC)CCCC(C)NC1=C2C=C(C=CC2=NC3=C1C=CC(=C3)Cl)OC. Synergy scores: CSS=9.96, Synergy_ZIP=3.70, Synergy_Bliss=7.19, Synergy_Loewe=-15.3, Synergy_HSA=-1.49. Drug 1: C1=NNC2=C1C(=O)NC=N2.